Dataset: Full USPTO retrosynthesis dataset with 1.9M reactions from patents (1976-2016). Task: Predict the reactants needed to synthesize the given product. Given the product [Cl:26][C:20]1[CH:21]=[C:22]([Cl:25])[CH:23]=[CH:24][C:19]=1[C:17]1[CH:16]=[CH:15][C:14]([CH2:27][CH3:28])=[C:13]([C:3]2[C:4](=[O:12])[C:5]([CH3:11])([CH3:10])[O:6][C:7]([CH3:9])([CH3:8])[C:2]=2[S:30][CH3:29])[CH:18]=1, predict the reactants needed to synthesize it. The reactants are: Cl[C:2]1[C:7]([CH3:9])([CH3:8])[O:6][C:5]([CH3:11])([CH3:10])[C:4](=[O:12])[C:3]=1[C:13]1[CH:18]=[C:17]([C:19]2[CH:24]=[CH:23][C:22]([Cl:25])=[CH:21][C:20]=2[Cl:26])[CH:16]=[CH:15][C:14]=1[CH2:27][CH3:28].[CH3:29][S-:30].[Na+].